This data is from Reaction yield outcomes from USPTO patents with 853,638 reactions. The task is: Predict the reaction yield, written as a fraction of the theoretical maximum amount of product (1.0 means a 100% yield; for example, 0.34 means a 34% yield). (1) The reactants are I[CH2:2][C:3]1([C:16]([O:18][CH2:19][CH3:20])=[O:17])[CH2:8][CH2:7][CH2:6][N:5]([C:9]([O:11][C:12]([CH3:15])([CH3:14])[CH3:13])=[O:10])[CH2:4]1.[CH3:21][O:22][C:23]1[CH:28]=[CH:27][C:26]([CH2:29][NH2:30])=[CH:25][CH:24]=1.C(=O)([O-])[O-].[Cs+].[Cs+]. The catalyst is C1COCC1. The product is [CH3:21][O:22][C:23]1[CH:28]=[CH:27][C:26]([CH2:29][NH:30][CH2:2][C:3]2([C:16]([O:18][CH2:19][CH3:20])=[O:17])[CH2:8][CH2:7][CH2:6][N:5]([C:9]([O:11][C:12]([CH3:15])([CH3:14])[CH3:13])=[O:10])[CH2:4]2)=[CH:25][CH:24]=1. The yield is 0.200. (2) The reactants are [CH2:1]([C:3]1[CH:8]=[CH:7][N:6]=[C:5]([NH2:9])[CH:4]=1)[CH3:2].C([O-])(=O)C.[K+].[I:15]Cl. The catalyst is C(O)(=O)C.CCOC(C)=O.C([O-])(O)=O.[Na+]. The product is [CH2:1]([C:3]1[C:8]([I:15])=[CH:7][N:6]=[C:5]([NH2:9])[CH:4]=1)[CH3:2]. The yield is 0.640. (3) The reactants are N1C=CC=CC=1N.[NH2:8][C:9]1[C:10]([Cl:16])=[N:11][CH:12]=[C:13]([Br:15])[CH:14]=1.N1C=CC=CC=1.[C:23]1([S:29](Cl)(=[O:31])=[O:30])[CH:28]=[CH:27][CH:26]=[CH:25][CH:24]=1. The catalyst is ClCCl. The product is [Br:15][C:13]1[CH:14]=[C:9]([NH:8][S:29]([C:23]2[CH:28]=[CH:27][CH:26]=[CH:25][CH:24]=2)(=[O:31])=[O:30])[C:10]([Cl:16])=[N:11][CH:12]=1. The yield is 0.340. (4) The reactants are F[C:2]1[CH:11]=[CH:10][C:5]([C:6]([NH:8][CH3:9])=[O:7])=[CH:4][CH:3]=1.[NH:12]1[CH2:17][CH2:16][NH:15][CH2:14][CH2:13]1. The catalyst is CS(C)=O. The product is [CH3:9][NH:8][C:6](=[O:7])[C:5]1[CH:10]=[CH:11][C:2]([N:12]2[CH2:17][CH2:16][NH:15][CH2:14][CH2:13]2)=[CH:3][CH:4]=1. The yield is 0.657. (5) The reactants are Br[C:2]1[N:3]=[C:4]([CH:7]([O:20][Si:21]([C:24]([CH3:27])([CH3:26])[CH3:25])([CH3:23])[CH3:22])[CH2:8][CH2:9][CH2:10][CH2:11][CH2:12][CH2:13][C:14]2[CH:19]=[CH:18][CH:17]=[CH:16][CH:15]=2)[O:5][CH:6]=1.[CH3:28]I. The catalyst is C1COCC1. The product is [Si:21]([O:20][CH:7]([C:4]1[O:5][CH:6]=[C:2]([CH3:28])[N:3]=1)[CH2:8][CH2:9][CH2:10][CH2:11][CH2:12][CH2:13][C:14]1[CH:19]=[CH:18][CH:17]=[CH:16][CH:15]=1)([C:24]([CH3:27])([CH3:26])[CH3:25])([CH3:23])[CH3:22]. The yield is 0.310.